Dataset: NCI-60 drug combinations with 297,098 pairs across 59 cell lines. Task: Regression. Given two drug SMILES strings and cell line genomic features, predict the synergy score measuring deviation from expected non-interaction effect. (1) Drug 1: C1=C(C(=O)NC(=O)N1)F. Drug 2: C1C(C(OC1N2C=C(C(=O)NC2=O)F)CO)O. Cell line: SN12C. Synergy scores: CSS=35.2, Synergy_ZIP=-8.24, Synergy_Bliss=-9.58, Synergy_Loewe=-3.80, Synergy_HSA=-2.50. (2) Drug 1: C1=CC(=CC=C1CCC2=CNC3=C2C(=O)NC(=N3)N)C(=O)NC(CCC(=O)O)C(=O)O. Drug 2: CC(C1=C(C=CC(=C1Cl)F)Cl)OC2=C(N=CC(=C2)C3=CN(N=C3)C4CCNCC4)N. Cell line: SR. Synergy scores: CSS=31.0, Synergy_ZIP=-15.0, Synergy_Bliss=-32.4, Synergy_Loewe=-32.3, Synergy_HSA=-29.0. (3) Drug 1: CC1=C2C(C(=O)C3(C(CC4C(C3C(C(C2(C)C)(CC1OC(=O)C(C(C5=CC=CC=C5)NC(=O)OC(C)(C)C)O)O)OC(=O)C6=CC=CC=C6)(CO4)OC(=O)C)OC)C)OC. Drug 2: CC1C(C(CC(O1)OC2CC(CC3=C2C(=C4C(=C3O)C(=O)C5=CC=CC=C5C4=O)O)(C(=O)C)O)N)O. Cell line: NCI-H522. Synergy scores: CSS=46.6, Synergy_ZIP=-8.30, Synergy_Bliss=-13.6, Synergy_Loewe=-10.9, Synergy_HSA=-9.23. (4) Synergy scores: CSS=35.4, Synergy_ZIP=9.48, Synergy_Bliss=11.0, Synergy_Loewe=11.6, Synergy_HSA=11.4. Drug 2: CC1C(C(=O)NC(C(=O)N2CCCC2C(=O)N(CC(=O)N(C(C(=O)O1)C(C)C)C)C)C(C)C)NC(=O)C3=C4C(=C(C=C3)C)OC5=C(C(=O)C(=C(C5=N4)C(=O)NC6C(OC(=O)C(N(C(=O)CN(C(=O)C7CCCN7C(=O)C(NC6=O)C(C)C)C)C)C(C)C)C)N)C. Cell line: U251. Drug 1: CC1=CC2C(CCC3(C2CCC3(C(=O)C)OC(=O)C)C)C4(C1=CC(=O)CC4)C. (5) Drug 1: CN1CCC(CC1)COC2=C(C=C3C(=C2)N=CN=C3NC4=C(C=C(C=C4)Br)F)OC. Drug 2: C1C(C(OC1N2C=C(C(=O)NC2=O)F)CO)O. Cell line: LOX IMVI. Synergy scores: CSS=60.6, Synergy_ZIP=5.31, Synergy_Bliss=4.07, Synergy_Loewe=4.76, Synergy_HSA=6.14. (6) Drug 1: C1=NC2=C(N=C(N=C2N1C3C(C(C(O3)CO)O)F)Cl)N. Drug 2: CN(CCCl)CCCl.Cl. Cell line: SK-MEL-28. Synergy scores: CSS=16.2, Synergy_ZIP=-3.59, Synergy_Bliss=-2.54, Synergy_Loewe=-2.98, Synergy_HSA=-0.215. (7) Drug 1: C(=O)(N)NO. Drug 2: CC1=C(N=C(N=C1N)C(CC(=O)N)NCC(C(=O)N)N)C(=O)NC(C(C2=CN=CN2)OC3C(C(C(C(O3)CO)O)O)OC4C(C(C(C(O4)CO)O)OC(=O)N)O)C(=O)NC(C)C(C(C)C(=O)NC(C(C)O)C(=O)NCCC5=NC(=CS5)C6=NC(=CS6)C(=O)NCCC[S+](C)C)O. Cell line: HS 578T. Synergy scores: CSS=14.2, Synergy_ZIP=0.199, Synergy_Bliss=3.57, Synergy_Loewe=-9.81, Synergy_HSA=0.993.